Dataset: Full USPTO retrosynthesis dataset with 1.9M reactions from patents (1976-2016). Task: Predict the reactants needed to synthesize the given product. (1) Given the product [N+:8]([C:6]1[CH:7]=[C:2]([C:13]#[C:12][CH2:11][NH:14][C:15](=[O:21])[O:16][C:17]([CH3:19])([CH3:18])[CH3:20])[CH:3]=[N:4][CH:5]=1)([O-:10])=[O:9], predict the reactants needed to synthesize it. The reactants are: Br[C:2]1[CH:3]=[N:4][CH:5]=[C:6]([N+:8]([O-:10])=[O:9])[CH:7]=1.[CH2:11]([NH:14][C:15](=[O:21])[O:16][C:17]([CH3:20])([CH3:19])[CH3:18])[C:12]#[CH:13].C1(P(C2C=CC=CC=2)C2C3OC4C(=CC=CC=4P(C4C=CC=CC=4)C4C=CC=CC=4)C(C)(C)C=3C=CC=2)C=CC=CC=1.C([O-])([O-])=O.[Cs+].[Cs+]. (2) Given the product [Cl:19][C:14]1[CH:13]=[C:12]([CH:17]=[CH:16][C:15]=1[Cl:18])[CH2:11][N:8]1[C:9](=[O:10])[C:4]2[CH:3]=[C:2]([NH:1][C:32](=[O:33])[O:34][CH2:35][C:36]3[CH:41]=[CH:40][CH:39]=[CH:38][CH:37]=3)[CH:21]=[N:20][C:5]=2[N:6]=[CH:7]1, predict the reactants needed to synthesize it. The reactants are: [NH2:1][C:2]1[CH:21]=[N:20][C:5]2[N:6]=[CH:7][N:8]([CH2:11][C:12]3[CH:17]=[CH:16][C:15]([Cl:18])=[C:14]([Cl:19])[CH:13]=3)[C:9](=[O:10])[C:4]=2[CH:3]=1.C(N(C(C)C)CC)(C)C.Cl[C:32]([O:34][CH2:35][C:36]1[CH:41]=[CH:40][CH:39]=[CH:38][CH:37]=1)=[O:33]. (3) Given the product [C:1]([N:9]1[CH2:13][CH2:12][CH2:11][CH:10]1[C:14]1[CH:23]=[CH:22][CH:21]=[C:20]2[C:15]=1[CH:16]=[CH:17][C:18]([S:24]([NH:27][C:28]1[S:29][CH:30]=[CH:31][N:32]=1)(=[O:26])=[O:25])=[CH:19]2)(=[O:8])[C:2]1[CH:7]=[CH:6][CH:5]=[CH:4][CH:3]=1, predict the reactants needed to synthesize it. The reactants are: [C:1]([N:9]1[CH2:13][CH2:12][CH2:11][CH:10]1[C:14]1[CH:23]=[CH:22][CH:21]=[C:20]2[C:15]=1[CH:16]=[CH:17][C:18]([S:24]([N:27](CC1C=CC(OC)=CC=1OC)[C:28]1[S:29][CH:30]=[CH:31][N:32]=1)(=[O:26])=[O:25])=[CH:19]2)(=[O:8])[C:2]1[CH:7]=[CH:6][CH:5]=[CH:4][CH:3]=1.C(O)(C(F)(F)F)=O. (4) The reactants are: [Cl-].[Al+3].[Cl-].[Cl-].[Br:5][C:6]1[CH:10]=[C:9]([CH3:11])[S:8][C:7]=1[CH3:12].Cl[C:14](=[O:20])[C:15]([O:17][CH2:18][CH3:19])=[O:16].O. Given the product [Br:5][C:6]1[C:10]([C:14](=[O:20])[C:15]([O:17][CH2:18][CH3:19])=[O:16])=[C:9]([CH3:11])[S:8][C:7]=1[CH3:12], predict the reactants needed to synthesize it.